Dataset: Full USPTO retrosynthesis dataset with 1.9M reactions from patents (1976-2016). Task: Predict the reactants needed to synthesize the given product. (1) Given the product [C:1]1([C:19]2[CH:24]=[CH:23][CH:22]=[CH:21][CH:20]=2)[CH:6]=[CH:5][CH:4]=[C:3]([C:7]2[CH:12]=[C:11]([OH:13])[C:10](=[O:15])[NH:9][C:8]=2[C:17]#[N:18])[CH:2]=1, predict the reactants needed to synthesize it. The reactants are: [C:1]1([C:19]2[CH:24]=[CH:23][CH:22]=[CH:21][CH:20]=2)[CH:6]=[CH:5][CH:4]=[C:3]([C:7]2[C:8]([C:17]#[N:18])=[N:9][C:10]([O:15]C)=[C:11]([O:13]C)[CH:12]=2)[CH:2]=1.B(Br)(Br)Br. (2) Given the product [CH3:40][CH:29]1[CH2:28][CH:27]([C:25]2[N:14]3[N:13]=[C:9]4[N:10]=[CH:11][CH:12]=[C:7]([C:1]5[CH:2]=[CH:3][CH:4]=[CH:5][CH:6]=5)[C:8]4=[C:15]3[NH:16][C:20](=[O:19])[CH:21]=2)[CH2:32][CH2:31][N:30]1[C:33]([O:35][C:36]([CH3:37])([CH3:39])[CH3:38])=[O:34], predict the reactants needed to synthesize it. The reactants are: [C:1]1([C:7]2[CH:12]=[CH:11][N:10]=[C:9]3[NH:13][N:14]=[C:15]([NH2:16])[C:8]=23)[CH:6]=[CH:5][CH:4]=[CH:3][CH:2]=1.CC1(C)OC(=O)[CH:21]([C:25]([C@H:27]2[CH2:32][CH2:31][N:30]([C:33]([O:35][C:36]([CH3:39])([CH3:38])[CH3:37])=[O:34])[C@@H:29]([CH3:40])[CH2:28]2)=O)[C:20](=O)[O:19]1. (3) Given the product [CH2:1]([O:3][C:4]([C:6]1[N:7]([C@H:27]([CH3:29])[CH2:28][NH:24][C:22]([O:21][C:17]([CH3:20])([CH3:19])[CH3:18])=[O:23])[C:8]2[C:13]([CH:14]=1)=[CH:12][CH:11]=[C:10]([CH3:15])[C:9]=2[Br:16])=[O:5])[CH3:2], predict the reactants needed to synthesize it. The reactants are: [CH2:1]([O:3][C:4]([C:6]1[NH:7][C:8]2[C:13]([CH:14]=1)=[CH:12][CH:11]=[C:10]([CH3:15])[C:9]=2[Br:16])=[O:5])[CH3:2].[C:17]([O:21][C:22]([N:24]1[CH2:28][C@H:27]([CH3:29])OS1(=O)=O)=[O:23])([CH3:20])([CH3:19])[CH3:18]. (4) Given the product [Cl:12][CH2:13][CH2:14][O:15][C:16]1[C:25]([O:26][CH3:27])=[CH:24][C:23]([N+:28]([O-:30])=[O:29])=[C:18]([CH:17]=1)[C:19]([O:21][CH3:22])=[O:20], predict the reactants needed to synthesize it. The reactants are: C(O)(=O)C.C(OC(=O)C)(=O)C.[Cl:12][CH2:13][CH2:14][O:15][C:16]1[CH:17]=[C:18]([CH:23]=[CH:24][C:25]=1[O:26][CH3:27])[C:19]([O:21][CH3:22])=[O:20].[N+:28]([O-])([OH:30])=[O:29].